From a dataset of Full USPTO retrosynthesis dataset with 1.9M reactions from patents (1976-2016). Predict the reactants needed to synthesize the given product. (1) Given the product [OH:9][CH2:8][C:7]#[C:12][C:7]1[C:12](=[O:13])[CH:11]=[C:10]([CH2:14][O:15][CH:16]2[CH2:21][CH2:20][CH2:19][CH2:18][O:17]2)[O:9][CH:8]=1, predict the reactants needed to synthesize it. The reactants are: FC(F)(F)S(O[C:7]1[C:12](=[O:13])[CH:11]=[C:10]([CH2:14][O:15][CH:16]2[CH2:21][CH2:20][CH2:19][CH2:18][O:17]2)[O:9][CH:8]=1)(=O)=O. (2) Given the product [C:28]([O:27][C:25](=[O:26])[N:24]([CH2:32][C:33]1[CH:41]=[CH:40][C:36]2[O:37][CH2:38][O:39][C:35]=2[CH:34]=1)[CH2:23][CH2:22][NH:21][CH:8]([C:9]1[CH:14]=[C:13]([CH3:15])[N:12]=[C:11]([N:16]2[CH:20]=[CH:19][N:18]=[CH:17]2)[N:10]=1)[CH2:7][C:6](=[O:42])[NH:2][CH3:1])([CH3:31])([CH3:30])[CH3:29], predict the reactants needed to synthesize it. The reactants are: [CH3:1][NH2:2].C(O[C:6](=[O:42])[CH2:7][CH:8]([NH:21][CH2:22][CH2:23][N:24]([CH2:32][C:33]1[CH:41]=[CH:40][C:36]2[O:37][CH2:38][O:39][C:35]=2[CH:34]=1)[C:25]([O:27][C:28]([CH3:31])([CH3:30])[CH3:29])=[O:26])[C:9]1[CH:14]=[C:13]([CH3:15])[N:12]=[C:11]([N:16]2[CH:20]=[CH:19][N:18]=[CH:17]2)[N:10]=1)C. (3) Given the product [CH2:23]([N:8]([CH2:1][C:2]1[CH:7]=[CH:6][CH:5]=[CH:4][CH:3]=1)[C:9]1[N:10]=[CH:11][CH:12]=[C:13]2[CH:17]=[C:16]([CH2:18][OH:19])[NH:15][C:14]=12)[C:24]1[CH:25]=[CH:26][CH:27]=[CH:28][CH:29]=1, predict the reactants needed to synthesize it. The reactants are: [CH2:1]([N:8]([CH2:23][C:24]1[CH:29]=[CH:28][CH:27]=[CH:26][CH:25]=1)[C:9]1[N:10]=[CH:11][CH:12]=[C:13]2[CH:17]=[C:16]([C:18](OCC)=[O:19])[NH:15][C:14]=12)[C:2]1[CH:7]=[CH:6][CH:5]=[CH:4][CH:3]=1.[H-].[Al+3].[Li+].[H-].[H-].[H-]. (4) Given the product [C:1]([O:4][CH2:5][C@@H:6]1[CH2:11][CH2:10][CH2:9][C@H:8]([C:12]#[N:13])[O:7]1)(=[O:3])[CH3:2], predict the reactants needed to synthesize it. The reactants are: [C:1]([O:4][CH2:5][C@@H:6]1[CH:11]=[CH:10][CH2:9][C@H:8]([C:12]#[N:13])[O:7]1)(=[O:3])[CH3:2].C(OC[C@@H]1CC=C[C@H](C#N)O1)(=O)C. (5) Given the product [F:26][C:27]([F:45])([F:44])[C:28]1[CH:29]=[C:30]([C:38]([CH3:43])([CH3:42])[C:39]([N:15]([C:10]2[CH:11]=[CH:12][CH:13]=[CH:14][C:9]=2[C:4]2[CH:5]=[CH:6][CH:7]=[CH:8][C:3]=2[O:2][CH3:1])[CH3:16])=[O:40])[CH:31]=[C:32]([C:34]([F:37])([F:36])[F:35])[CH:33]=1, predict the reactants needed to synthesize it. The reactants are: [CH3:1][O:2][C:3]1[CH:8]=[CH:7][CH:6]=[CH:5][C:4]=1[C:9]1[CH:14]=[CH:13][CH:12]=[CH:11][C:10]=1[NH:15][CH3:16].C(N(C(C)C)C(C)C)C.[F:26][C:27]([F:45])([F:44])[C:28]1[CH:29]=[C:30]([C:38]([CH3:43])([CH3:42])[C:39](Cl)=[O:40])[CH:31]=[C:32]([C:34]([F:37])([F:36])[F:35])[CH:33]=1.C(OCC)(=O)C.